From a dataset of Peptide-MHC class I binding affinity with 185,985 pairs from IEDB/IMGT. Regression. Given a peptide amino acid sequence and an MHC pseudo amino acid sequence, predict their binding affinity value. This is MHC class I binding data. (1) The MHC is HLA-A26:01 with pseudo-sequence HLA-A26:01. The peptide sequence is MQIDGGEGV. The binding affinity (normalized) is 0.0847. (2) The peptide sequence is GRNQFVDGL. The MHC is HLA-B07:02 with pseudo-sequence HLA-B07:02. The binding affinity (normalized) is 0.213. (3) The peptide sequence is DTIIEKNVAV. The MHC is Mamu-A02 with pseudo-sequence Mamu-A02. The binding affinity (normalized) is 0.0698. (4) The peptide sequence is VSFVTLIT. The MHC is H-2-Kb with pseudo-sequence H-2-Kb. The binding affinity (normalized) is 0.295. (5) The peptide sequence is WRWKSQVTI. The MHC is HLA-B57:01 with pseudo-sequence HLA-B57:01. The binding affinity (normalized) is 0.0847. (6) The peptide sequence is SYMMDDLELI. The MHC is HLA-B18:01 with pseudo-sequence HLA-B18:01. The binding affinity (normalized) is 0.0847. (7) The peptide sequence is RSTLANGWY. The MHC is HLA-B40:01 with pseudo-sequence HLA-B40:01. The binding affinity (normalized) is 0.0847.